Dataset: Reaction yield outcomes from USPTO patents with 853,638 reactions. Task: Predict the reaction yield, written as a fraction of the theoretical maximum amount of product (1.0 means a 100% yield; for example, 0.34 means a 34% yield). (1) The yield is 0.690. The reactants are [F:1][C:2]1[CH:3]=[C:4]2[C:8](=[CH:9][C:10]=1[N:11]1[CH2:16][CH2:15][NH:14][CH:13]([CH3:17])[CH2:12]1)[NH:7][C:6](=[O:18])[C:5]2=[O:19].[C:20]([O:24][C:25](O[C:25]([O:24][C:20]([CH3:23])([CH3:22])[CH3:21])=[O:26])=[O:26])([CH3:23])([CH3:22])[CH3:21]. The product is [F:1][C:2]1[CH:3]=[C:4]2[C:8](=[CH:9][C:10]=1[N:11]1[CH2:16][CH2:15][N:14]([C:25]([O:24][C:20]([CH3:23])([CH3:22])[CH3:21])=[O:26])[CH:13]([CH3:17])[CH2:12]1)[NH:7][C:6](=[O:18])[C:5]2=[O:19]. The catalyst is C1COCC1. (2) The reactants are [O:1]=[C:2]1[CH:7]=[C:6]([C:8]2[CH:13]=[CH:12][C:11]([C:14]([F:17])([F:16])[F:15])=[CH:10][N:9]=2)[CH:5]=[CH:4][N:3]1[C:18]1[CH:19]=[CH:20][C:21]2[C:22]3[CH2:40][N:39](C(OC(C)(C)C)=O)[CH2:38][CH2:37][C:23]=3[N:24]([S:27]([C:30]3[CH:36]=[CH:35][C:33]([CH3:34])=[CH:32][CH:31]=3)(=[O:29])=[O:28])[C:25]=2[CH:26]=1.C(Cl)Cl.[C:51]([OH:57])([C:53]([F:56])([F:55])[F:54])=[O:52]. No catalyst specified. The product is [F:54][C:53]([F:56])([F:55])[C:51]([OH:57])=[O:52].[S:27]([N:24]1[C:25]2[CH:26]=[C:18]([N:3]3[CH:4]=[CH:5][C:6]([C:8]4[CH:13]=[CH:12][C:11]([C:14]([F:17])([F:16])[F:15])=[CH:10][N:9]=4)=[CH:7][C:2]3=[O:1])[CH:19]=[CH:20][C:21]=2[C:22]2[CH2:40][NH:39][CH2:38][CH2:37][C:23]1=2)([C:30]1[CH:31]=[CH:32][C:33]([CH3:34])=[CH:35][CH:36]=1)(=[O:29])=[O:28]. The yield is 1.00. (3) The reactants are [CH3:1][CH:2]([N:4]1[C:12](/[CH:13]=[CH:14]/[C@H:15]([OH:24])[CH2:16][C@H:17]([OH:23])[CH2:18][C:19]([O:21]C)=[O:20])=[C:11]([C:25]2[CH:30]=[CH:29][C:28]([F:31])=[CH:27][CH:26]=2)[C:10]2[C:5]1=[CH:6][CH:7]=[CH:8][CH:9]=2)[CH3:3].[OH-].[Na+:33].CC(C)=O. The catalyst is C(O)C. The product is [CH3:3][CH:2]([N:4]1[C:12](/[CH:13]=[CH:14]/[CH:15]([OH:24])[CH2:16][CH:17]([OH:23])[CH2:18][C:19]([O-:21])=[O:20])=[C:11]([C:25]2[CH:26]=[CH:27][C:28]([F:31])=[CH:29][CH:30]=2)[C:10]2[CH:9]=[CH:8][CH:7]=[CH:6][C:5]1=2)[CH3:1].[Na+:33]. The yield is 0.756. (4) The reactants are [F:1][C:2]1([F:17])[CH2:7][CH2:6][CH2:5][C@@H:4]([NH:8][C:9](=[O:15])[O:10][C:11]([CH3:14])([CH3:13])[CH3:12])[C@@H:3]1O.N1C=CC=CC=1.O(S(C(F)(F)F)(=O)=O)S([C:28]([F:31])(F)[F:29])(=O)=O.[N-:39]=[N+:40]=[N-:41].[Na+]. The catalyst is C(Cl)Cl.CN1C(=O)CCC1.CCOC(C)=O. The product is [N:39]([C@H:3]1[C:2]([F:17])([F:1])[CH2:7][CH2:6][CH2:5][C@H:4]1[NH:8][C:9](=[O:15])[O:10][C:11]([CH3:14])([CH3:13])[CH3:12])=[N+:40]=[N-:41].[N:39]([C@@H:3]1[C@@H:4]([NH:8][C:9](=[O:15])[O:10][C:11]([CH3:14])([CH3:13])[CH3:12])[C:28]([F:31])([F:29])[CH2:6][CH2:7][CH2:2]1)=[N+:40]=[N-:41]. The yield is 0.570. (5) The reactants are O1CCCC1.[NH2:6][C:7]1[C:16]2[C:11](=[CH:12][CH:13]=[CH:14][CH:15]=2)[CH:10]=[CH:9][C:8]=1[NH:17][C:18]1[CH:19]=[C:20]([CH:23]=[CH:24][CH:25]=1)[C:21]#[N:22].[C:26](Cl)(=[O:30])[C:27](Cl)=[O:28]. The catalyst is CO. The product is [C:21]([C:20]1[CH:19]=[C:18]([N:17]2[C:8]3[CH:9]=[CH:10][C:11]4[CH:12]=[CH:13][CH:14]=[CH:15][C:16]=4[C:7]=3[NH:6][C:27](=[O:28])[C:26]2=[O:30])[CH:25]=[CH:24][CH:23]=1)#[N:22]. The yield is 0.100. (6) The reactants are [NH2:1][C:2]1[CH:7]=[CH:6][C:5]([C:8]2[N:9]([CH:24]3[CH2:26][CH2:25]3)[C:10]3[C:15]([C:16]=2[C:17]#[N:18])=[CH:14][CH:13]=[C:12]([O:19][CH2:20][CH2:21][O:22][CH3:23])[CH:11]=3)=[CH:4][CH:3]=1.C1C([N+]([O-])=O)=CC=C([Cl-][C:37]([O-])=[O:38])C=1.[CH:40]1([CH:43]([OH:45])[CH3:44])[CH2:42][CH2:41]1. The catalyst is N1C=CC=CC=1.O.C(Cl)Cl. The product is [CH:40]1([CH:43]([O:45][C:37](=[O:38])[NH:1][C:2]2[CH:7]=[CH:6][C:5]([C:8]3[N:9]([CH:24]4[CH2:26][CH2:25]4)[C:10]4[C:15]([C:16]=3[C:17]#[N:18])=[CH:14][CH:13]=[C:12]([O:19][CH2:20][CH2:21][O:22][CH3:23])[CH:11]=4)=[CH:4][CH:3]=2)[CH3:44])[CH2:42][CH2:41]1. The yield is 0.480. (7) The reactants are [C:1]1(=[O:7])[O:6][C:4](=[O:5])[CH2:3][CH2:2]1.[CH3:8][O:9][C:10]1[CH:11]=[C:12]2[C:17](=[C:18]3[CH2:22][C:21]([CH3:24])([CH3:23])[O:20][C:19]=13)[C:16]([C:25]1[CH:26]=[C:27]([NH2:31])[CH:28]=[CH:29][CH:30]=1)=[N:15][C:14]([CH3:33])([CH3:32])[CH2:13]2.C(OCC)C. The catalyst is O1CCCC1. The product is [O:7]=[C:1]([NH:31][C:27]1[CH:28]=[CH:29][CH:30]=[C:25]([C:16]2[C:17]3[C:12](=[CH:11][C:10]([O:9][CH3:8])=[C:19]4[O:20][C:21]([CH3:24])([CH3:23])[CH2:22][C:18]4=3)[CH2:13][C:14]([CH3:33])([CH3:32])[N:15]=2)[CH:26]=1)[CH2:2][CH2:3][C:4]([OH:6])=[O:5]. The yield is 0.920. (8) The reactants are [CH2:1]([O:3][C:4](=[O:22])[CH2:5][NH:6][CH2:7][CH2:8][NH:9][S:10]([C:13]1[S:14][C:15]2[CH:21]=[CH:20][CH:19]=[CH:18][C:16]=2[N:17]=1)(=[O:12])=[O:11])[CH3:2].[CH:23]([O:36][C:37]([NH:39][C:40]1[CH:45]=[CH:44][N:43]([CH2:46][C:47](O)=[O:48])[C:42](=[O:50])[N:41]=1)=[O:38])([C:30]1[CH:35]=[CH:34][CH:33]=[CH:32][CH:31]=1)[C:24]1[CH:29]=[CH:28][CH:27]=[CH:26][CH:25]=1. No catalyst specified. The product is [CH2:1]([O:3][C:4](=[O:22])[CH2:5][N:6]([CH2:7][CH2:8][NH:9][S:10]([C:13]1[S:14][C:15]2[CH:21]=[CH:20][CH:19]=[CH:18][C:16]=2[N:17]=1)(=[O:12])=[O:11])[C:47](=[O:48])[CH2:46][N:43]1[CH:44]=[CH:45][C:40]([NH:39][C:37]([O:36][CH:23]([C:24]2[CH:25]=[CH:26][CH:27]=[CH:28][CH:29]=2)[C:30]2[CH:35]=[CH:34][CH:33]=[CH:32][CH:31]=2)=[O:38])=[N:41][C:42]1=[O:50])[CH3:2]. The yield is 0.850.